From a dataset of Forward reaction prediction with 1.9M reactions from USPTO patents (1976-2016). Predict the product of the given reaction. (1) The product is: [C:7]([C:3]1[C:2]([C:9]2[CH2:10][CH2:11][N:12]([CH2:29][C:30]([NH:32][C:33]3[CH:38]=[CH:37][C:36]([F:39])=[CH:35][CH:34]=3)=[O:31])[CH2:13][CH:14]=2)=[N:1][CH:6]=[CH:5][CH:4]=1)#[N:8]. Given the reactants [N:1]1[CH:6]=[CH:5][CH:4]=[C:3]([C:7]#[N:8])[C:2]=1[C:9]1[CH2:10][CH2:11][NH:12][CH2:13][CH:14]=1.ClCC(NC1C(C)=CC=CC=1C)=O.Cl[CH2:29][C:30]([NH:32][C:33]1[CH:38]=[CH:37][C:36]([F:39])=[CH:35][CH:34]=1)=[O:31], predict the reaction product. (2) Given the reactants [Cl:1][C:2]1[CH:6]=[CH:5][S:4][C:3]=1[C:7](Cl)=[O:8].[F:10][C:11]([F:23])([F:22])[C:12]1[CH:21]=[CH:20][C:15]([C:16](=[N:18]O)[NH2:17])=[CH:14][CH:13]=1.O, predict the reaction product. The product is: [Cl:1][C:2]1[CH:6]=[CH:5][S:4][C:3]=1[C:7]1[O:8][N:18]=[C:16]([C:15]2[CH:14]=[CH:13][C:12]([C:11]([F:10])([F:22])[F:23])=[CH:21][CH:20]=2)[N:17]=1. (3) Given the reactants [CH:1]([N:14]1[CH2:17][CH:16]([N:18]2[C:26]3[C:21](=[CH:22][CH:23]=[C:24]([F:27])[CH:25]=3)[C:20]([C:28]3[N:29]=[C:30]4[C:36]([C:37](O)=[O:38])=[CH:35][N:34]([CH2:40][O:41][CH2:42][CH2:43][Si:44]([CH3:47])([CH3:46])[CH3:45])[C:31]4=[N:32][CH:33]=3)=[N:19]2)[CH2:15]1)([C:8]1[CH:13]=[CH:12][CH:11]=[CH:10][CH:9]=1)[C:2]1[CH:7]=[CH:6][CH:5]=[CH:4][CH:3]=1.CN(C(ON1N=[N:63][C:58]2[CH:59]=CC=N[C:57]1=2)=[N+](C)C)C.F[P-](F)(F)(F)(F)F.C(N)(C)C, predict the reaction product. The product is: [CH:58]([NH:63][C:37]([C:36]1[C:30]2[C:31](=[N:32][CH:33]=[C:28]([C:20]3[C:21]4[C:26](=[CH:25][C:24]([F:27])=[CH:23][CH:22]=4)[N:18]([CH:16]4[CH2:17][N:14]([CH:1]([C:2]5[CH:3]=[CH:4][CH:5]=[CH:6][CH:7]=5)[C:8]5[CH:9]=[CH:10][CH:11]=[CH:12][CH:13]=5)[CH2:15]4)[N:19]=3)[N:29]=2)[N:34]([CH2:40][O:41][CH2:42][CH2:43][Si:44]([CH3:46])([CH3:47])[CH3:45])[CH:35]=1)=[O:38])([CH3:59])[CH3:57]. (4) Given the reactants [NH2:1][C:2]1[N:3]=[C:4]2[CH:9]=[CH:8][C:7]([O:10][C:11]3[CH:12]=[C:13]([NH:17][C:18]([C:20]4[C:25]([CH3:26])=[CH:24][CH:23]=[CH:22][N:21]=4)=[O:19])[CH:14]=[CH:15][CH:16]=3)=[CH:6][N:5]2[CH:27]=1.ClC([CH2:33][CH:34]=[O:35])C([O-])=O.CO.C(=O)([O-])[O-:39].[Na+].[Na+], predict the reaction product. The product is: [OH:39][CH2:33][C:34]([NH:1][C:2]1[N:3]=[C:4]2[CH:9]=[CH:8][C:7]([O:10][C:11]3[CH:12]=[C:13]([NH:17][C:18]([C:20]4[C:25]([CH3:26])=[CH:24][CH:23]=[CH:22][N:21]=4)=[O:19])[CH:14]=[CH:15][CH:16]=3)=[CH:6][N:5]2[CH:27]=1)=[O:35]. (5) Given the reactants [CH:1]([C:4]1[CH:9]=[CH:8][CH:7]=[CH:6][C:5]=1[NH:10]N)([CH3:3])[CH3:2].Cl.[CH3:13][C:14]([CH3:16])=O, predict the reaction product. The product is: [CH:1]([C:4]1[CH:9]=[CH:8][CH:7]=[C:6]2[C:5]=1[NH:10][C:14]([CH3:16])=[CH:13]2)([CH3:3])[CH3:2]. (6) Given the reactants [Cl:1][C:2]1[CH:15]=[C:14]([F:16])[C:13]([N:17]2[C:22](=[O:23])[CH:21]=[C:20]([C:24]([F:27])([F:26])[F:25])[N:19]([CH3:28])[C:18]2=[O:29])=[CH:12][C:3]=1[O:4][C:5]1[CH:10]=[CH:9][C:8]([OH:11])=[CH:7][CH:6]=1.C(=O)([O-])[O-].[K+].[K+].Br[CH:37]([CH3:42])[C:38]([O:40][CH3:41])=[O:39], predict the reaction product. The product is: [Cl:1][C:2]1[CH:15]=[C:14]([F:16])[C:13]([N:17]2[C:22](=[O:23])[CH:21]=[C:20]([C:24]([F:25])([F:26])[F:27])[N:19]([CH3:28])[C:18]2=[O:29])=[CH:12][C:3]=1[O:4][C:5]1[CH:6]=[CH:7][C:8]([O:11][CH:37]([CH3:42])[C:38]([O:40][CH3:41])=[O:39])=[CH:9][CH:10]=1. (7) The product is: [Cl:1][C:2]1[C:3]([C:9]2[CH:14]=[CH:13][CH:12]=[C:11]([NH:15][CH2:16][C:17]3([C:23]#[N:24])[CH2:22][CH2:21][O:20][CH2:19][CH2:18]3)[N:10]=2)=[CH:4][C:5]([NH:31][C@H:32]2[CH2:33][CH2:34][C@H:35]([NH:38][CH2:39][C:40]([OH:45])([CH3:46])[C:41]([F:43])([F:44])[F:42])[CH2:36][CH2:37]2)=[N:6][CH:7]=1. Given the reactants [Cl:1][C:2]1[C:3]([C:9]2[CH:14]=[CH:13][CH:12]=[C:11]([NH:15][CH2:16][C:17]3([C:23]#[N:24])[CH2:22][CH2:21][O:20][CH2:19][CH2:18]3)[N:10]=2)=[CH:4][C:5](F)=[N:6][CH:7]=1.C(=O)([O-])[O-].[K+].[K+].[NH2:31][C@H:32]1[CH2:37][CH2:36][C@H:35]([NH:38][CH2:39][C:40]([CH3:46])([OH:45])[C:41]([F:44])([F:43])[F:42])[CH2:34][CH2:33]1.N[C@H]1CC[C@H](NC(=O)C(O)(C)C(F)(F)F)CC1, predict the reaction product. (8) Given the reactants F[C:2]1[C:9]([F:10])=[CH:8][C:7]([F:11])=[CH:6][C:3]=1[CH:4]=O.[H-].[Na+].[SH:14][CH2:15][C:16]([O:18][CH3:19])=[O:17], predict the reaction product. The product is: [F:11][C:7]1[CH:8]=[C:9]([F:10])[C:2]2[S:14][C:15]([C:16]([O:18][CH3:19])=[O:17])=[CH:4][C:3]=2[CH:6]=1. (9) Given the reactants Br[C:2]1[CH:11]=[CH:10][C:9]([O:12][CH3:13])=[C:8]2[C:3]=1[CH:4]=[CH:5][C:6]([CH3:14])=[N:7]2.C([Li])CCC.CCCCCC.[C:26]1(=[O:32])[O:31][C:29](=[O:30])[CH2:28][CH2:27]1.[Cl-].[NH4+].[OH-].[Na+].Cl, predict the reaction product. The product is: [CH3:13][O:12][C:9]1[CH:10]=[CH:11][C:2]([C:26](=[O:32])[CH2:27][CH2:28][C:29]([OH:31])=[O:30])=[C:3]2[C:8]=1[N:7]=[C:6]([CH3:14])[CH:5]=[CH:4]2.